Dataset: Reaction yield outcomes from USPTO patents with 853,638 reactions. Task: Predict the reaction yield, written as a fraction of the theoretical maximum amount of product (1.0 means a 100% yield; for example, 0.34 means a 34% yield). (1) The reactants are [CH3:1][C:2]1[CH:3]=[C:4]([NH:16][C:17]2[C:26]3[C:21](=[CH:22][CH:23]=[CH:24][C:25]=3[O:27][C@H:28]([CH3:32])[C:29](O)=[O:30])[N:20]=[CH:19][N:18]=2)[CH:5]=[CH:6][C:7]=1[O:8][C:9]1[CH:10]=[N:11][C:12]([CH3:15])=[CH:13][CH:14]=1.[CH3:33][NH:34][CH2:35][CH2:36][OH:37]. No catalyst specified. The product is [OH:37][CH2:36][CH2:35][N:34]([CH3:33])[C:29](=[O:30])[C@H:28]([O:27][C:25]1[CH:24]=[CH:23][CH:22]=[C:21]2[C:26]=1[C:17]([NH:16][C:4]1[CH:5]=[CH:6][C:7]([O:8][C:9]3[CH:10]=[N:11][C:12]([CH3:15])=[CH:13][CH:14]=3)=[C:2]([CH3:1])[CH:3]=1)=[N:18][CH:19]=[N:20]2)[CH3:32]. The yield is 0.100. (2) The reactants are [CH3:1][CH2:2][O:3][P:4]([O:19][CH2:20][CH3:21])([CH:6]([P:11]([O:16][CH2:17][CH3:18])([O:13][CH2:14][CH3:15])=[O:12])[CH2:7][CH2:8][CH2:9]I)=[O:5].[OH:22][C:23]1[CH:28]=[CH:27][C:26]([C:29](=[O:32])[CH:30]=[CH2:31])=[CH:25][CH:24]=1.C([O-])([O-])=O.[K+].[K+]. The yield is 0.990. The product is [CH2:2]([O:3][P:4]([CH:6]([P:11]([O:16][CH2:17][CH3:18])([O:13][CH2:14][CH3:15])=[O:12])[CH2:7][CH2:8][CH2:9][O:22][C:23]1[CH:24]=[CH:25][C:26]([C:29](=[O:32])[CH:30]=[CH2:31])=[CH:27][CH:28]=1)([O:19][CH2:20][CH3:21])=[O:5])[CH3:1]. The catalyst is CC(C)=O. (3) The reactants are [NH2:1][C:2]1[C:3]([C:9]2[CH:21]=[CH:20][C:12]([C:13]([O:15][C:16]([CH3:19])([CH3:18])[CH3:17])=[O:14])=[C:11]([F:22])[CH:10]=2)=[N:4][C:5](Br)=[CH:6][N:7]=1.CC1(C)C(C)(C)OB([C:31]2[CH2:40][CH2:39][C:34]3([O:38][CH2:37][CH2:36][O:35]3)[CH2:33][CH:32]=2)O1.C(Cl)Cl.C(=O)([O-])[O-].[Na+].[Na+]. The catalyst is COCCOC.C1C=CC(P(C2C=CC=CC=2)[C-]2C=CC=C2)=CC=1.C1C=CC(P(C2C=CC=CC=2)[C-]2C=CC=C2)=CC=1.Cl[Pd]Cl.[Fe+2].O.CCOC(C)=O. The product is [NH2:1][C:2]1[C:3]([C:9]2[CH:21]=[CH:20][C:12]([C:13]([O:15][C:16]([CH3:19])([CH3:18])[CH3:17])=[O:14])=[C:11]([F:22])[CH:10]=2)=[N:4][C:5]([C:31]2[CH2:40][CH2:39][C:34]3([O:38][CH2:37][CH2:36][O:35]3)[CH2:33][CH:32]=2)=[CH:6][N:7]=1. The yield is 0.990. (4) The reactants are [Cl:1][C:2]1[CH:3]=[C:4]2[C:9](=[CH:10][C:11]=1[O:12][C:13]1[CH:21]=[CH:20][C:16]([C:17](O)=[O:18])=[CH:15][CH:14]=1)[O:8][CH2:7][CH2:6][CH:5]2[C:22]([O:24][CH2:25][CH3:26])=[O:23].[Cl:27][C:28]1[CH:29]=[C:30]([CH:33]=[CH:34][C:35]=1[Cl:36])[CH2:31][NH2:32].Cl.CN(C)CCCN=C=NCC.ON1C2N=CC=CC=2N=N1. The catalyst is C(Cl)Cl.CN(C=O)C. The product is [Cl:1][C:2]1[CH:3]=[C:4]2[C:9](=[CH:10][C:11]=1[O:12][C:13]1[CH:21]=[CH:20][C:16]([C:17](=[O:18])[NH:32][CH2:31][C:30]3[CH:33]=[CH:34][C:35]([Cl:36])=[C:28]([Cl:27])[CH:29]=3)=[CH:15][CH:14]=1)[O:8][CH2:7][CH2:6][CH:5]2[C:22]([O:24][CH2:25][CH3:26])=[O:23]. The yield is 0.944. (5) The reactants are C(OC([N:11]1[CH2:15][CH:14]([OH:16])[CH:13]([CH:17]([C:36]2[CH:41]=[CH:40][CH:39]=[CH:38][CH:37]=2)[O:18][CH:19]([C:28]2[CH:33]=[CH:32][C:31]([O:34][CH3:35])=[CH:30][CH:29]=2)[C:20]2[CH:25]=[CH:24][C:23]([O:26][CH3:27])=[CH:22][CH:21]=2)[CH2:12]1)=O)C1C=CC=CC=1. The catalyst is CO. The product is [CH3:27][O:26][C:23]1[CH:22]=[CH:21][C:20]([CH:19]([C:28]2[CH:29]=[CH:30][C:31]([O:34][CH3:35])=[CH:32][CH:33]=2)[O:18][CH:17]([C:36]2[CH:41]=[CH:40][CH:39]=[CH:38][CH:37]=2)[CH:13]2[CH2:12][NH:11][CH2:15][CH:14]2[OH:16])=[CH:25][CH:24]=1. The yield is 0.980. (6) The reactants are [C:1]([CH2:3][C:4]([OH:6])=[O:5])#[N:2].[CH2:7](O)[CH2:8][CH2:9][CH2:10][CH2:11][CH2:12][CH2:13][CH2:14][CH2:15][CH3:16].CS(O)(=O)=O. No catalyst specified. The product is [CH2:7]([O:5][C:4](=[O:6])[CH2:3][C:1]#[N:2])[CH2:8][CH2:9][CH2:10][CH2:11][CH2:12][CH2:13][CH2:14][CH2:15][CH3:16]. The yield is 1.00.